From a dataset of Forward reaction prediction with 1.9M reactions from USPTO patents (1976-2016). Predict the product of the given reaction. (1) Given the reactants [NH2:1][C:2]1[N:7]=[C:6]([Cl:8])[CH:5]=[CH:4][N:3]=1.[NH2:9][C:10]1[CH:15]=[CH:14][C:13]([S:16]([NH:19][CH2:20][C:21]2[CH:26]=[CH:25][CH:24]=[CH:23][CH:22]=2)(=[O:18])=[O:17])=[CH:12][CH:11]=1.Cl, predict the reaction product. The product is: [ClH:8].[NH2:1][C:2]1[N:7]=[C:6]([NH:9][C:10]2[CH:15]=[CH:14][C:13]([S:16]([NH:19][CH2:20][C:21]3[CH:22]=[CH:23][CH:24]=[CH:25][CH:26]=3)(=[O:18])=[O:17])=[CH:12][CH:11]=2)[CH:5]=[CH:4][N:3]=1. (2) Given the reactants [OH:1][C:2]1[CH:7]=[CH:6][N:5]([CH2:8][CH2:9][C:10]2[CH:15]=[CH:14][C:13]([CH2:16][OH:17])=[CH:12][CH:11]=2)[C:4](=[O:18])[CH:3]=1.Br[CH2:20][C:21]1[CH:26]=[CH:25][CH:24]=[C:23]([F:27])[CH:22]=1.C(=O)([O-])[O-].[K+].[K+], predict the reaction product. The product is: [F:27][C:23]1[CH:22]=[C:21]([CH:26]=[CH:25][CH:24]=1)[CH2:20][O:1][C:2]1[CH:7]=[CH:6][N:5]([CH2:8][CH2:9][C:10]2[CH:15]=[CH:14][C:13]([CH2:16][OH:17])=[CH:12][CH:11]=2)[C:4](=[O:18])[CH:3]=1. (3) Given the reactants [C:1]1([CH:7]([NH2:9])[CH3:8])[CH:6]=[CH:5][CH:4]=[CH:3][CH:2]=1.[CH2:10]([CH:12]1[O:14][CH2:13]1)Cl, predict the reaction product. The product is: [C:1]1([CH:7]([NH:9][CH2:10][CH:12]([OH:14])[CH2:13][NH:9][CH:7]([C:1]2[CH:6]=[CH:5][CH:4]=[CH:3][CH:2]=2)[CH3:8])[CH3:8])[CH:6]=[CH:5][CH:4]=[CH:3][CH:2]=1.